Dataset: Reaction yield outcomes from USPTO patents with 853,638 reactions. Task: Predict the reaction yield, written as a fraction of the theoretical maximum amount of product (1.0 means a 100% yield; for example, 0.34 means a 34% yield). The reactants are [Br:1]N1C(=O)CCC1=O.[O:9]1[C:13]2[CH:14]=[CH:15][C:16]([C:18]3([C:21]([NH:23][C:24]4[CH:25]=[C:26]5[C:30](=[CH:31][CH:32]=4)[NH:29][CH:28]=[CH:27]5)=[O:22])[CH2:20][CH2:19]3)=[CH:17][C:12]=2[O:11][CH2:10]1.O. The catalyst is CN(C)C=O. The product is [O:9]1[C:13]2[CH:14]=[CH:15][C:16]([C:18]3([C:21]([NH:23][C:24]4[CH:25]=[C:26]5[C:30](=[CH:31][CH:32]=4)[NH:29][CH:28]=[C:27]5[Br:1])=[O:22])[CH2:20][CH2:19]3)=[CH:17][C:12]=2[O:11][CH2:10]1. The yield is 0.910.